Dataset: Catalyst prediction with 721,799 reactions and 888 catalyst types from USPTO. Task: Predict which catalyst facilitates the given reaction. Reactant: [CH2:1]([C:3]1[CH:8]=[CH:7][C:6]([C:9]2[CH:10]=[C:11]([NH:15][C:16](=[O:19])[O:17][CH3:18])[CH:12]=[N:13][CH:14]=2)=[CH:5][CH:4]=1)[CH3:2]. Product: [CH2:1]([C:3]1[CH:8]=[CH:7][C:6]([CH:9]2[CH2:14][NH:13][CH2:12][CH:11]([NH:15][C:16](=[O:19])[O:17][CH3:18])[CH2:10]2)=[CH:5][CH:4]=1)[CH3:2]. The catalyst class is: 212.